From a dataset of Forward reaction prediction with 1.9M reactions from USPTO patents (1976-2016). Predict the product of the given reaction. (1) Given the reactants [F:1][C:2]1[CH:8]=[CH:7][CH:6]=[CH:5][C:3]=1[NH2:4].C(=O)([O-])[O-].[K+].[K+].[C:15](Cl)(=[O:24])[CH:16]=[CH:17][C:18]1[CH:23]=[CH:22][CH:21]=[CH:20][CH:19]=1, predict the reaction product. The product is: [F:1][C:2]1[CH:8]=[CH:7][CH:6]=[CH:5][C:3]=1[NH:4][C:15](=[O:24])[CH:16]=[CH:17][C:18]1[CH:23]=[CH:22][CH:21]=[CH:20][CH:19]=1. (2) Given the reactants [CH2:1]([N:8]1[CH:12]=[C:11]([N+:13]([O-])=O)[C:10]([CH2:16][NH:17][CH2:18][C:19]([O:21][CH2:22][CH3:23])=[O:20])=[N:9]1)[C:2]1[CH:7]=[CH:6][CH:5]=[CH:4][CH:3]=1.[Cl:24][C:25]1[CH:33]=[CH:32][C:28]([C:29](Cl)=[O:30])=[CH:27][CH:26]=1.C(N(CC)CC)C.[Sn](Cl)(Cl)(Cl)Cl, predict the reaction product. The product is: [NH2:13][C:11]1[C:10]([CH2:16][N:17]([CH2:18][C:19]([O:21][CH2:22][CH3:23])=[O:20])[C:29](=[O:30])[C:28]2[CH:32]=[CH:33][C:25]([Cl:24])=[CH:26][CH:27]=2)=[N:9][N:8]([CH2:1][C:2]2[CH:7]=[CH:6][CH:5]=[CH:4][CH:3]=2)[CH:12]=1. (3) Given the reactants Br[C:2]1[N:6]([S:7]([C:10]2[CH:11]=[N:12][CH:13]=[CH:14][CH:15]=2)(=[O:9])=[O:8])[CH:5]=[C:4]([CH2:16][N:17]([CH3:25])[C:18](=[O:24])[O:19][C:20]([CH3:23])([CH3:22])[CH3:21])[CH:3]=1.[Cl:26][C:27]1[C:32](B(O)O)=[CH:31][CH:30]=[CH:29][N:28]=1.C(=O)([O-])[O-].[Na+].[Na+], predict the reaction product. The product is: [Cl:26][C:27]1[C:32]([C:2]2[N:6]([S:7]([C:10]3[CH:11]=[N:12][CH:13]=[CH:14][CH:15]=3)(=[O:9])=[O:8])[CH:5]=[C:4]([CH2:16][N:17]([CH3:25])[C:18](=[O:24])[O:19][C:20]([CH3:23])([CH3:22])[CH3:21])[CH:3]=2)=[CH:31][CH:30]=[CH:29][N:28]=1. (4) Given the reactants FC1C=C(OC)C=C(F)C=1[C:11]1[S:12][CH:13]=[C:14]([C:16]([OH:18])=[O:17])[N:15]=1.[Cl:19][C:20]1[C:25]([F:26])=[CH:24][CH:23]=[CH:22][C:21]=1B(O)O, predict the reaction product. The product is: [Cl:19][C:20]1[C:25]([F:26])=[CH:24][CH:23]=[CH:22][C:21]=1[C:11]1[S:12][CH:13]=[C:14]([C:16]([OH:18])=[O:17])[N:15]=1. (5) Given the reactants [C:1]([NH:11][CH2:12][CH2:13][C:14]([OH:16])=[O:15])([O:3][CH2:4][C:5]1[CH:10]=[CH:9][CH:8]=[CH:7][CH:6]=1)=[O:2].BrCC(O[C:22]([CH3:25])([CH3:24])[CH3:23])=[O:20].C([O-])([O-])=O.[K+].[K+], predict the reaction product. The product is: [C:14]([OH:16])(=[O:15])[CH2:13][OH:20].[C:22]([N:11]([C:1]([O:3][CH2:4][C:5]1[CH:10]=[CH:9][CH:8]=[CH:7][CH:6]=1)=[O:2])[CH2:12][CH2:13][C:14]([OH:16])=[O:15])([CH3:25])([CH3:24])[CH3:23]. (6) Given the reactants [CH:1]1([C:4]2[NH:8][N:7]=[C:6]([NH:9][C:10]3[C:11]4[CH2:29][CH2:28][NH:27][CH2:26][C:12]=4[N:13]=[C:14]([NH:16][C@H:17]([C:19]4[CH:24]=[CH:23][C:22]([F:25])=[CH:21][CH:20]=4)[CH3:18])[N:15]=3)[CH:5]=2)[CH2:3][CH2:2]1.C1C[O:33][CH2:32][CH2:31]1.C(O)(=O)C, predict the reaction product. The product is: [CH:1]1([C:4]2[NH:8][N:7]=[C:6]([NH:9][C:10]3[C:11]4[CH2:29][CH2:28][N:27]([C:32](=[O:33])[CH3:31])[CH2:26][C:12]=4[N:13]=[C:14]([NH:16][C@H:17]([C:19]4[CH:24]=[CH:23][C:22]([F:25])=[CH:21][CH:20]=4)[CH3:18])[N:15]=3)[CH:5]=2)[CH2:2][CH2:3]1. (7) The product is: [NH2:13][CH2:12][C:11]1[CH:10]=[C:9]([CH:25]=[CH:24][CH:23]=1)[C:1]([C:2]1[CH:7]=[CH:6][CH:5]=[CH:4][CH:3]=1)=[O:8]. Given the reactants [C:1]([C:9]1[CH:10]=[C:11]([CH:23]=[CH:24][CH:25]=1)[CH2:12][N+:13]12CN3CN(CN(C3)C1)C2)(=[O:8])[C:2]1[CH:7]=[CH:6][CH:5]=[CH:4][CH:3]=1.Cl, predict the reaction product. (8) Given the reactants [NH2:1][C:2]1[CH:7]=[CH:6][C:5]([CH:8]2[C:17]([CH3:19])([CH3:18])[CH2:16][C:15]3[C:10](=[CH:11][CH:12]=[C:13]([C:20]([O:22][CH3:23])=[O:21])[CH:14]=3)[NH:9]2)=[CH:4][CH:3]=1.C(N(CC)C(C)C)(C)C.[N:33]1[CH:38]=[CH:37][CH:36]=[CH:35][C:34]=1[C:39](Cl)=[O:40], predict the reaction product. The product is: [CH3:19][C:17]1([CH3:18])[CH2:16][C:15]2[C:10](=[CH:11][CH:12]=[C:13]([C:20]([O:22][CH3:23])=[O:21])[CH:14]=2)[NH:9][CH:8]1[C:5]1[CH:4]=[CH:3][C:2]([NH:1][C:39](=[O:40])[C:34]2[CH:35]=[CH:36][CH:37]=[CH:38][N:33]=2)=[CH:7][CH:6]=1.